Dataset: Full USPTO retrosynthesis dataset with 1.9M reactions from patents (1976-2016). Task: Predict the reactants needed to synthesize the given product. (1) Given the product [F:12][C:13]1[CH:20]=[CH:19][C:16]([C:17]#[N:18])=[CH:15][C:14]=1[C:21]([C:22]1[CH:31]=[CH:30][C:29]2[C:24](=[CH:25][CH:26]=[C:27]([O:32][CH3:33])[CH:28]=2)[CH:23]=1)=[O:34], predict the reactants needed to synthesize it. The reactants are: [Cr](Cl)([O-])(=O)=O.[NH+]1C=CC=CC=1.[F:12][C:13]1[CH:20]=[CH:19][C:16]([C:17]#[N:18])=[CH:15][C:14]=1[CH:21]([OH:34])[C:22]1[CH:31]=[CH:30][C:29]2[C:24](=[CH:25][CH:26]=[C:27]([O:32][CH3:33])[CH:28]=2)[CH:23]=1. (2) Given the product [Cl:25][C:26]1[CH:31]=[C:30]([Cl:32])[CH:29]=[CH:28][C:27]=1[C:2]1[CH:3]=[C:4]2[C@@H:13]3[CH2:14][N:15]([C:18]([O:20][C:21]([CH3:22])([CH3:23])[CH3:24])=[O:19])[CH2:16][CH2:17][C@@H:12]3[N:6]3[CH2:7][CH2:8][NH:9][C:10]([CH:11]=1)=[C:5]23, predict the reactants needed to synthesize it. The reactants are: Br[C:2]1[CH:3]=[C:4]2[C@@H:13]3[CH2:14][N:15]([C:18]([O:20][C:21]([CH3:24])([CH3:23])[CH3:22])=[O:19])[CH2:16][CH2:17][C@@H:12]3[N:6]3[CH2:7][CH2:8][NH:9][C:10]([CH:11]=1)=[C:5]23.[Cl:25][C:26]1[CH:31]=[C:30]([Cl:32])[CH:29]=[CH:28][C:27]=1B(O)O.